This data is from Catalyst prediction with 721,799 reactions and 888 catalyst types from USPTO. The task is: Predict which catalyst facilitates the given reaction. (1) Reactant: [C:1]([C:4]1[CH:9]=[CH:8][C:7]([C:10]([F:13])([F:12])[F:11])=[CH:6][C:5]=1[N:14]([CH:23]1[CH2:28][CH2:27][O:26][CH2:25][CH2:24]1)[C:15](=[O:22])[CH2:16][C:17]([O:19][CH2:20][CH3:21])=[O:18])(=O)[CH3:2].[H-].[Na+]. The catalyst class is: 8. Product: [CH3:2][C:1]1[C:4]2[C:5](=[CH:6][C:7]([C:10]([F:13])([F:11])[F:12])=[CH:8][CH:9]=2)[N:14]([CH:23]2[CH2:28][CH2:27][O:26][CH2:25][CH2:24]2)[C:15](=[O:22])[C:16]=1[C:17]([O:19][CH2:20][CH3:21])=[O:18]. (2) Reactant: [NH:1]1[CH:5]=[CH:4][N:3]=[C:2]1[C:6]([OH:8])=O.CN(C(ON1N=NC2C=CC=NC1=2)=[N+](C)C)C.F[P-](F)(F)(F)(F)F.[NH:33]1[C:41]2[C:36](=[C:37]([C:42]3[CH:43]=[C:44]([NH2:57])[C:45]4[C:49]([CH:50]=3)=[N:48][N:47](C3CCCCO3)[CH:46]=4)[CH:38]=[CH:39][CH:40]=2)[CH:35]=[CH:34]1.CCN(C(C)C)C(C)C.N. Product: [NH:33]1[C:41]2[C:36](=[C:37]([C:42]3[CH:50]=[C:49]4[C:45]([CH:46]=[N:47][NH:48]4)=[C:44]([NH:57][C:6]([C:2]4[NH:1][CH:5]=[CH:4][N:3]=4)=[O:8])[CH:43]=3)[CH:38]=[CH:39][CH:40]=2)[CH:35]=[CH:34]1. The catalyst class is: 121.